From a dataset of Full USPTO retrosynthesis dataset with 1.9M reactions from patents (1976-2016). Predict the reactants needed to synthesize the given product. (1) Given the product [Br:8][C:6]1[CH:5]=[CH:4][C:3]2[O:9][C:15]([C:14]3[CH:18]=[CH:19][C:20]([C:21]4[CH:26]=[CH:25][CH:24]=[CH:23][N:22]=4)=[C:12]([O:11][CH3:10])[CH:13]=3)=[N:1][C:2]=2[CH:7]=1, predict the reactants needed to synthesize it. The reactants are: [NH2:1][C:2]1[CH:7]=[C:6]([Br:8])[CH:5]=[CH:4][C:3]=1[OH:9].[CH3:10][O:11][C:12]1[CH:13]=[C:14]([CH:18]=[CH:19][C:20]=1[C:21]1[CH:26]=[CH:25][CH:24]=[CH:23][N:22]=1)[C:15](O)=O. (2) The reactants are: I.[CH:2]12[CH2:13][CH2:12][CH:5]([CH2:6][CH:7]1[C:8]([O:10]C)=[O:9])[CH2:4][NH:3]2.[N:14]1[CH:19]=[CH:18][CH:17]=[CH:16][C:15]=1[S:20](Cl)(=[O:22])=[O:21]. Given the product [N:14]1[CH:19]=[CH:18][CH:17]=[CH:16][C:15]=1[S:20]([N:3]1[CH2:4][C@H:5]2[CH2:12][CH2:13][C@@H:2]1[C@H:7]([C:8]([OH:10])=[O:9])[CH2:6]2)(=[O:22])=[O:21], predict the reactants needed to synthesize it. (3) Given the product [O:2]1[C:6]2[CH:7]=[CH:8][CH:9]=[C:10]([CH:11]3[CH2:16][CH2:15][N:14]([CH2:17][CH2:18][C@H:19]4[CH2:20][CH2:21][C@H:22]([NH:25][C:27](=[O:26])[CH2:28][OH:29])[CH2:23][CH2:24]4)[CH2:13][CH2:12]3)[C:5]=2[O:4][CH2:3]1, predict the reactants needed to synthesize it. The reactants are: Cl.[O:2]1[C:6]2[CH:7]=[CH:8][CH:9]=[C:10]([CH:11]3[CH2:16][CH2:15][N:14]([CH2:17][CH2:18][C@H:19]4[CH2:24][CH2:23][C@H:22]([NH2:25])[CH2:21][CH2:20]4)[CH2:13][CH2:12]3)[C:5]=2[O:4][CH2:3]1.[OH:26][CH2:27][C:28](O)=[O:29]. (4) Given the product [Cl:1][C:2]1[CH:10]=[CH:9][CH:8]=[CH:7][C:3]=1[C:4]([N:13]([O:14][CH3:15])[CH3:12])=[O:5], predict the reactants needed to synthesize it. The reactants are: [Cl:1][C:2]1[CH:10]=[CH:9][CH:8]=[CH:7][C:3]=1[C:4](Cl)=[O:5].Cl.[CH3:12][NH:13][O:14][CH3:15].N1C=CC=CC=1.O. (5) Given the product [N:8]([C:7]1[CH:9]=[CH:10][C:4]([CH2:1][CH2:2][CH3:3])=[CH:5][CH:6]=1)=[O:11], predict the reactants needed to synthesize it. The reactants are: [CH2:1]([C:4]1[CH:10]=[CH:9][C:7]([NH2:8])=[CH:6][CH:5]=1)[CH2:2][CH3:3].[OH:11]OS([O-])=O.[K+].C(OCC)(=O)C.